Dataset: Forward reaction prediction with 1.9M reactions from USPTO patents (1976-2016). Task: Predict the product of the given reaction. (1) The product is: [NH2:1][CH2:2][CH2:3][CH2:4][C:5]1[CH:6]=[CH:7][C:8]([CH:11]([CH3:20])[CH2:12][NH:13][S:14]([CH:17]([CH3:19])[CH3:18])(=[O:16])=[O:15])=[CH:9][CH:10]=1.[CH3:18][CH:17]([S:14]([NH:13][CH2:12][CH:11]([C:8]1[CH:7]=[CH:6][C:5]([CH2:4][CH2:3][CH2:2][NH:1][S:22]([CH3:21])(=[O:24])=[O:23])=[CH:10][CH:9]=1)[CH3:20])(=[O:16])=[O:15])[CH3:19]. Given the reactants [NH2:1][CH2:2][CH2:3][CH2:4][C:5]1[CH:10]=[CH:9][C:8]([CH:11]([CH3:20])[CH2:12][NH:13][S:14]([CH:17]([CH3:19])[CH3:18])(=[O:16])=[O:15])=[CH:7][CH:6]=1.[CH3:21][S:22](Cl)(=[O:24])=[O:23].C1CCN2C(=NCCC2)CC1, predict the reaction product. (2) Given the reactants C(OC(=O)C(C)(OC1C=CC(C(OCC2N(CC3C=CC(C)=CC=3)N=NC=2)=O)=CC=1)C)(C)(C)C.C([O:39][C:40](=[O:68])[C:41]([CH3:67])([O:43][C:44]1[CH:66]=[CH:65][C:47]([C:48]([O:50][CH2:51][C:52]2[N:53]=[N:54][N:55]([CH2:57][C:58]3[CH:63]=[CH:62][C:61]([CH3:64])=[CH:60][CH:59]=3)[CH:56]=2)=[O:49])=[CH:46][CH:45]=1)[CH3:42])(C)(C)C.Cl, predict the reaction product. The product is: [CH3:67][C:41]([O:43][C:44]1[CH:45]=[CH:46][C:47]([C:48]([O:50][CH2:51][C:52]2[N:53]=[N:54][N:55]([CH2:57][C:58]3[CH:59]=[CH:60][C:61]([CH3:64])=[CH:62][CH:63]=3)[CH:56]=2)=[O:49])=[CH:65][CH:66]=1)([CH3:42])[C:40]([OH:68])=[O:39]. (3) Given the reactants [C:1]1([Mg]Br)[CH:6]=[CH:5][CH:4]=[CH:3][CH:2]=1.Cl[C:10]1[CH:19]=[CH:18][C:17]2[C:12](=[CH:13][CH:14]=[CH:15][CH:16]=2)[N:11]=1, predict the reaction product. The product is: [C:1]1([C:10]2[CH:19]=[CH:18][C:17]3[C:12](=[CH:13][CH:14]=[CH:15][CH:16]=3)[N:11]=2)[CH:6]=[CH:5][CH:4]=[CH:3][CH:2]=1. (4) Given the reactants C(=O)([O-])[O-].[Na+].[Na+].[C:7](Cl)([O:9][CH2:10][C:11]1[CH:16]=[CH:15][CH:14]=[CH:13][CH:12]=1)=[O:8].[CH2:18]([O:20][CH:21]([O:24][CH2:25][CH3:26])[CH2:22][NH2:23])[CH3:19], predict the reaction product. The product is: [CH2:18]([O:20][CH:21]([O:24][CH2:25][CH3:26])[CH2:22][NH:23][C:7](=[O:8])[O:9][CH2:10][C:11]1[CH:16]=[CH:15][CH:14]=[CH:13][CH:12]=1)[CH3:19]. (5) Given the reactants [Cl:1][C:2]1[O:6][C:5]([CH2:7][C:8]2[CH:13]=[CH:12][C:11]([CH2:14][C:15](Cl)=[N:16][OH:17])=[CH:10][CH:9]=2)=[CH:4][CH:3]=1.O1CCCC1.[C:24]([C:26]1[C:27]([NH2:32])=[N:28][CH:29]=[CH:30][CH:31]=1)#[CH:25].C(N(CC)CC)C, predict the reaction product. The product is: [Cl:1][C:2]1[O:6][C:5]([CH2:7][C:8]2[CH:13]=[CH:12][C:11]([CH2:14][C:15]3[CH:25]=[C:24]([C:26]4[C:27]([NH2:32])=[N:28][CH:29]=[CH:30][CH:31]=4)[O:17][N:16]=3)=[CH:10][CH:9]=2)=[CH:4][CH:3]=1. (6) Given the reactants Br[CH2:2][C:3]1[C:12]2[C:7](=[C:8]([F:14])[C:9]([F:13])=[CH:10][CH:11]=2)[NH:6][C:5](=[O:15])[CH:4]=1.[C:16]([C:20]1[NH:24][C:23]2[CH:25]=[CH:26][CH:27]=[CH:28][C:22]=2[N:21]=1)([CH3:19])([CH3:18])[CH3:17], predict the reaction product. The product is: [C:16]([C:20]1[N:21]([CH2:2][C:3]2[C:12]3[C:7](=[C:8]([F:14])[C:9]([F:13])=[CH:10][CH:11]=3)[NH:6][C:5](=[O:15])[CH:4]=2)[C:22]2[CH:28]=[CH:27][CH:26]=[CH:25][C:23]=2[N:24]=1)([CH3:19])([CH3:17])[CH3:18]. (7) Given the reactants [CH3:1][O:2][C:3]1[CH:10]=[C:9]([O:11][CH3:12])[CH:8]=[CH:7][C:4]=1[CH:5]=O.[CH3:13][NH2:14].[BH4-].[Na+].Cl, predict the reaction product. The product is: [CH3:1][O:2][C:3]1[CH:10]=[C:9]([O:11][CH3:12])[CH:8]=[CH:7][C:4]=1[CH2:5][NH:14][CH3:13]. (8) Given the reactants [CH3:1][C:2]1[CH:6]=[CH:5][S:4][C:3]=1[C:7]([OH:9])=O.[CH2:10]([O:17][C:18]1[CH:35]=[CH:34][C:21]([C:22]([NH:24][CH2:25][C:26](=[O:33])[N:27]2[CH2:32][CH2:31][NH:30][CH2:29][CH2:28]2)=[O:23])=[CH:20][CH:19]=1)[C:11]1[CH:16]=[CH:15][CH:14]=[CH:13][CH:12]=1.CCN=C=NCCCN(C)C.Cl.C1C=CC2N(O)N=NC=2C=1.CCN(C(C)C)C(C)C, predict the reaction product. The product is: [CH2:10]([O:17][C:18]1[CH:35]=[CH:34][C:21]([C:22]([NH:24][CH2:25][C:26]([N:27]2[CH2:32][CH2:31][N:30]([C:7]([C:3]3[S:4][CH:5]=[CH:6][C:2]=3[CH3:1])=[O:9])[CH2:29][CH2:28]2)=[O:33])=[O:23])=[CH:20][CH:19]=1)[C:11]1[CH:16]=[CH:15][CH:14]=[CH:13][CH:12]=1.